This data is from Reaction yield outcomes from USPTO patents with 853,638 reactions. The task is: Predict the reaction yield, written as a fraction of the theoretical maximum amount of product (1.0 means a 100% yield; for example, 0.34 means a 34% yield). The catalyst is C(OCC)(=O)C. The product is [Cl:25][C:26]1[CH:31]=[C:30]([Cl:32])[CH:29]=[CH:28][C:27]=1[O:33][C:2]1[N:7]=[C:6]([O:8][CH3:9])[N:5]=[C:4]([NH:10][C:11]2[CH:16]=[CH:15][C:14]([N:17]3[CH:21]=[C:20]([CH3:22])[N:19]=[CH:18]3)=[C:13]([O:23][CH3:24])[CH:12]=2)[N:3]=1. The yield is 0.810. The reactants are Cl[C:2]1[N:7]=[C:6]([O:8][CH3:9])[N:5]=[C:4]([NH:10][C:11]2[CH:16]=[CH:15][C:14]([N:17]3[CH:21]=[C:20]([CH3:22])[N:19]=[CH:18]3)=[C:13]([O:23][CH3:24])[CH:12]=2)[N:3]=1.[Cl:25][C:26]1[CH:31]=[C:30]([Cl:32])[CH:29]=[CH:28][C:27]=1[OH:33].